This data is from Full USPTO retrosynthesis dataset with 1.9M reactions from patents (1976-2016). The task is: Predict the reactants needed to synthesize the given product. (1) The reactants are: [Br:1][C:2]1[CH:10]=[CH:9][C:5]([C:6]([OH:8])=O)=[C:4]([CH3:11])[CH:3]=1.F[B-](F)(F)F.N1(OC(N(C)C)=[N+](C)C)C2C=[CH:23][CH:24]=[CH:25][C:20]=2[N:19]=N1.CN1CCOCC1.N1CC=CC1. Given the product [N:19]1([C:6]([C:5]2[CH:9]=[CH:10][C:2]([Br:1])=[CH:3][C:4]=2[CH3:11])=[O:8])[CH2:20][CH:25]=[CH:24][CH2:23]1, predict the reactants needed to synthesize it. (2) Given the product [CH3:9][O:11][C:12]([CH:13]1[C:19](=[O:21])[CH2:18][CH2:17][NH:16][C:14]1=[O:15])=[O:24], predict the reactants needed to synthesize it. The reactants are: C(Cl)Cl.CO.II.[Na].[CH2:9]([O:11][C:12](=[O:24])[CH2:13][C:14]([NH:16][CH2:17][CH2:18][C:19]([O:21]CC)=O)=[O:15])C. (3) Given the product [F:23][C:22]([F:25])([F:24])[C:18]1[N:19]=[C:20]([O:8][C:5]2[CH:6]=[CH:7][C:2]([NH2:1])=[CH:3][CH:4]=2)[CH:21]=[CH:16][N:17]=1, predict the reactants needed to synthesize it. The reactants are: [NH2:1][C:2]1[CH:7]=[CH:6][C:5]([OH:8])=[CH:4][CH:3]=1.CC(C)([O-])C.[K+].Cl[C:16]1[CH:21]=[CH:20][N:19]=[C:18]([C:22]([F:25])([F:24])[F:23])[N:17]=1.O. (4) The reactants are: [Cl:1][C:2]1[CH:3]=[C:4]([CH:7]=[CH:8][CH:9]=1)[CH2:5]Cl.C([O-])([O-])=O.[K+].[K+].[C:16]([O:20][C:21](=[O:46])[CH2:22][N:23]1[C:27]2[CH:28]=[CH:29][C:30]([NH:32][S:33]([C:36]3[CH:41]=[CH:40][C:39]([F:42])=[CH:38][CH:37]=3)(=[O:35])=[O:34])=[CH:31][C:26]=2[N:25]=[C:24]1[CH2:43][CH2:44][CH3:45])([CH3:19])([CH3:18])[CH3:17]. Given the product [C:16]([O:20][C:21](=[O:46])[CH2:22][N:23]1[C:27]2[CH:28]=[CH:29][C:30]([N:32]([CH2:5][C:4]3[CH:7]=[CH:8][CH:9]=[C:2]([Cl:1])[CH:3]=3)[S:33]([C:36]3[CH:37]=[CH:38][C:39]([F:42])=[CH:40][CH:41]=3)(=[O:34])=[O:35])=[CH:31][C:26]=2[N:25]=[C:24]1[CH2:43][CH2:44][CH3:45])([CH3:19])([CH3:18])[CH3:17], predict the reactants needed to synthesize it. (5) Given the product [CH:28]1[C:41]2[C:42]3=[C:43]4[C:38](=[CH:39][CH:40]=2)[CH:37]=[CH:36][CH:35]=[C:34]4[CH:33]=[CH:32][C:31]3=[C:30]([S:44][C:45]2[CH:52]=[CH:51][CH:50]=[CH:49][C:46]=2[CH:47]=[CH2:2])[CH:29]=1, predict the reactants needed to synthesize it. The reactants are: [I-].[CH3:2][P+](C1C=CC=CC=1)(C1C=CC=CC=1)C1C=CC=CC=1.[K].[O-]CCCC.[CH:28]1[C:41]2[C:42]3=[C:43]4[C:38](=[CH:39][CH:40]=2)[CH:37]=[CH:36][CH:35]=[C:34]4[CH:33]=[CH:32][C:31]3=[C:30]([S:44][C:45]2[CH:52]=[CH:51][CH:50]=[CH:49][C:46]=2[CH:47]=O)[CH:29]=1.C(=O)(O)[O-].[Na+]. (6) Given the product [CH3:1][C:2]1[N:6]([CH2:15][CH2:16][CH3:17])[C:5]2[CH:7]=[CH:8][CH:9]=[C:10]([N+:11]([O-:13])=[O:12])[C:4]=2[N:3]=1, predict the reactants needed to synthesize it. The reactants are: [CH3:1][C:2]1[NH:6][C:5]2[CH:7]=[CH:8][CH:9]=[C:10]([N+:11]([O-:13])=[O:12])[C:4]=2[N:3]=1.I[CH2:15][CH2:16][CH3:17].C(N1C2C([N+]([O-])=O)=CC=CC=2N=C1)C.